This data is from Full USPTO retrosynthesis dataset with 1.9M reactions from patents (1976-2016). The task is: Predict the reactants needed to synthesize the given product. (1) Given the product [CH2:63]([NH:66][C:44]1[CH:43]=[CH:42][C:41]([C:39]2[N:38]([C:48]3[CH:53]=[CH:52][C:51]([CH3:54])=[CH:50][CH:49]=3)[N:37]=[C:36]([CH2:35][CH:34]([C:55]3[CH:56]=[C:57]([CH3:61])[CH:58]=[CH:59][CH:60]=3)[C:33]([OH:62])=[O:32])[CH:40]=2)=[CH:46][CH:45]=1)[CH:64]=[CH2:65], predict the reactants needed to synthesize it. The reactants are: C(P(C(C)(C)C)C1C=CC=CC=1C1C=CC=CC=1)(C)(C)C.[O-]P([O-])([O-])=O.[K+].[K+].[K+].C([O:32][C:33](=[O:62])[CH:34]([C:55]1[CH:56]=[C:57]([CH3:61])[CH:58]=[CH:59][CH:60]=1)[CH2:35][C:36]1[CH:40]=[C:39]([C:41]2[CH:46]=[CH:45][C:44](Br)=[CH:43][CH:42]=2)[N:38]([C:48]2[CH:53]=[CH:52][C:51]([CH3:54])=[CH:50][CH:49]=2)[N:37]=1)C.[CH2:63]([NH2:66])[CH:64]=[CH2:65]. (2) Given the product [CH:1]1[C:13]2[CH:12]([CH2:14][O:15][C:16]([N:18]3[CH2:19][C@H:20]([NH:48][S:55]([C:52]4[CH:53]=[CH:54][C:49]([CH3:59])=[CH:50][CH:51]=4)(=[O:57])=[O:56])[CH2:21][C@H:22]([C:24](=[O:47])[NH:25][CH2:26][C:27]4([CH2:41][O:42][CH2:43][CH2:44][O:45][CH3:46])[C:40]5[CH:39]=[CH:38][CH:37]=[CH:36][C:35]=5[O:34][C:33]5[C:28]4=[CH:29][CH:30]=[CH:31][CH:32]=5)[CH2:23]3)=[O:17])[C:11]3[C:6](=[CH:7][CH:8]=[CH:9][CH:10]=3)[C:5]=2[CH:4]=[CH:3][CH:2]=1, predict the reactants needed to synthesize it. The reactants are: [CH:1]1[C:13]2[CH:12]([CH2:14][O:15][C:16]([N:18]3[CH2:23][C@@H:22]([C:24](=[O:47])[NH:25][CH2:26][C:27]4([CH2:41][O:42][CH2:43][CH2:44][O:45][CH3:46])[C:40]5[CH:39]=[CH:38][CH:37]=[CH:36][C:35]=5[O:34][C:33]5[C:28]4=[CH:29][CH:30]=[CH:31][CH:32]=5)[CH2:21][C@@H:20]([NH2:48])[CH2:19]3)=[O:17])[C:11]3[C:6](=[CH:7][CH:8]=[CH:9][CH:10]=3)[C:5]=2[CH:4]=[CH:3][CH:2]=1.[C:49]1([CH3:59])[CH:54]=[CH:53][C:52]([S:55](Cl)(=[O:57])=[O:56])=[CH:51][CH:50]=1. (3) Given the product [C:1]([O:5][C:6]([N:8]1[CH2:9][CH2:10][CH:11]([C:14]2[C:22]3[C:17](=[N:18][CH:19]=[CH:20][CH:21]=3)[NH:16][CH:15]=2)[CH2:12][CH2:13]1)=[O:7])([CH3:4])([CH3:2])[CH3:3], predict the reactants needed to synthesize it. The reactants are: [C:1]([O:5][C:6]([N:8]1[CH2:13][CH:12]=[C:11]([C:14]2[C:22]3[C:17](=[N:18][CH:19]=[CH:20][CH:21]=3)[NH:16][CH:15]=2)[CH2:10][CH2:9]1)=[O:7])([CH3:4])([CH3:3])[CH3:2]. (4) Given the product [Br:13][C:14]1[CH:15]=[N:16][C:17]([CH:20]2[CH2:21][CH2:5][N:4]([CH2:10][CH2:11][CH3:12])[CH2:3]2)=[N:18][CH:19]=1, predict the reactants needed to synthesize it. The reactants are: CO[CH2:3][N:4]([CH2:10][CH2:11][CH3:12])[CH2:5][Si](C)(C)C.[Br:13][C:14]1[CH:15]=[N:16][C:17]([CH:20]=[CH2:21])=[N:18][CH:19]=1.C(O)(C(F)(F)F)=O. (5) Given the product [Cl:6][C:7]1[CH:8]=[C:9]2[C:10]([CH2:13][CH2:14][N:15]([C:16](=[O:21])[C:17]([F:19])([F:20])[F:18])[CH2:22]2)=[CH:11][CH:12]=1, predict the reactants needed to synthesize it. The reactants are: S(=O)(=O)(O)O.[Cl:6][C:7]1[CH:12]=[CH:11][C:10]([CH2:13][CH2:14][NH:15][C:16](=[O:21])[C:17]([F:20])([F:19])[F:18])=[CH:9][CH:8]=1.[CH2:22]=O. (6) Given the product [CH3:12][Si:13]([CH3:15])([CH3:14])[C:16]#[C:17][C:2]1[CH:7]=[C:6]([C:8]([F:11])([F:10])[F:9])[CH:5]=[CH:4][N:3]=1, predict the reactants needed to synthesize it. The reactants are: Br[C:2]1[CH:7]=[C:6]([C:8]([F:11])([F:10])[F:9])[CH:5]=[CH:4][N:3]=1.[CH3:12][Si:13]([C:16]#[CH:17])([CH3:15])[CH3:14]. (7) Given the product [CH3:1][N:2]1[CH2:11][CH2:10][C:9]2[C:4](=[CH:5][C:6]([NH:12][C:16](=[O:17])[CH3:15])=[CH:7][CH:8]=2)[CH2:3]1, predict the reactants needed to synthesize it. The reactants are: [CH3:1][N:2]1[CH2:11][CH2:10][C:9]2[C:4](=[CH:5][C:6]([N+:12]([O-])=O)=[CH:7][CH:8]=2)[CH2:3]1.[CH3:15][C:16](OC(C)=O)=[O:17]. (8) Given the product [F:22][C:23]1[CH:28]=[CH:27][C:26]([C:2]2[CH:3]=[CH:4][CH:5]=[C:6]3[C:10]=2[N:9]([CH2:11][CH2:12][CH3:13])[N:8]=[C:7]3[C:14]2[CH:19]=[CH:18][C:17]([O:20][CH3:21])=[CH:16][CH:15]=2)=[CH:25][CH:24]=1, predict the reactants needed to synthesize it. The reactants are: Cl[C:2]1[CH:3]=[CH:4][CH:5]=[C:6]2[C:10]=1[N:9]([CH2:11][CH2:12][CH3:13])[N:8]=[C:7]2[C:14]1[CH:19]=[CH:18][C:17]([O:20][CH3:21])=[CH:16][CH:15]=1.[F:22][C:23]1[CH:28]=[CH:27][C:26]([Mg]Br)=[CH:25][CH:24]=1.Cl. (9) Given the product [NH2:16][C:11]1[CH:12]=[CH:13][CH:14]=[C:15]2[C:10]=1[C:9](=[O:19])[C:8]1([NH:20][C:21]([C:23]3[CH:28]=[CH:27][N:26]=[N:25][CH:24]=3)=[O:22])[C:7]3[CH:29]=[CH:30][C:31]([CH:33]([CH3:34])[CH3:35])=[CH:32][C:6]=3[O:5][C:4]12[OH:3], predict the reactants needed to synthesize it. The reactants are: Cl.O.[OH:3][C:4]12[C:15]3[C:10](=[C:11]([N+:16]([O-])=O)[CH:12]=[CH:13][CH:14]=3)[C:9](=[O:19])[C:8]1([NH:20][C:21]([C:23]1[CH:28]=[CH:27][N:26]=[N:25][CH:24]=1)=[O:22])[C:7]1[CH:29]=[CH:30][C:31]([CH:33]([CH3:35])[CH3:34])=[CH:32][C:6]=1[O:5]2. (10) Given the product [CH2:15]([C:12]1[N:13]([CH3:14])[C:9]([C:7](=[O:8])[C:6]2[CH:22]=[CH:23][C:3]([C:2]([F:24])([F:25])[F:1])=[CH:4][CH:5]=2)=[C:10]([CH3:21])[CH:11]=1)[CH3:16].[CH2:12]([CH2:15][C:16]([O-:18])=[O:17])[CH2:11][CH2:10][CH2:9][CH2:7][CH3:6], predict the reactants needed to synthesize it. The reactants are: [F:1][C:2]([F:25])([F:24])[C:3]1[CH:23]=[CH:22][C:6]([C:7]([C:9]2[N:13]([CH3:14])[C:12]([CH2:15][C:16]([O:18]CC)=[O:17])=[CH:11][C:10]=2[CH3:21])=[O:8])=[CH:5][CH:4]=1.C(I)CCCCC.